The task is: Predict the reactants needed to synthesize the given product.. This data is from Full USPTO retrosynthesis dataset with 1.9M reactions from patents (1976-2016). (1) Given the product [O:1]1[C:5]2[CH:6]=[CH:7][CH:8]=[CH:9][C:4]=2[N:3]=[C:2]1[C:10]1[CH:11]=[CH:12][C:13]2[N:17]([CH:18]3[CH2:23][CH2:22][O:21][CH2:20][CH2:19]3)[C:24]([C:25]3[CH:30]=[CH:29][CH:28]=[CH:27][C:26]=3[O:31][CH3:32])=[N:15][C:14]=2[CH:16]=1, predict the reactants needed to synthesize it. The reactants are: [O:1]1[C:5]2[CH:6]=[CH:7][CH:8]=[CH:9][C:4]=2[N:3]=[C:2]1[C:10]1[CH:11]=[CH:12][C:13]([NH:17][CH:18]2[CH2:23][CH2:22][O:21][CH2:20][CH2:19]2)=[C:14]([CH:16]=1)[NH2:15].[CH:24](=O)[C:25]1[C:26]([O:31][CH3:32])=[CH:27][CH:28]=[CH:29][CH:30]=1.OOS([O-])=O.[K+].C(=O)([O-])[O-].[K+].[K+]. (2) The reactants are: [CH2:1]([O:8][C:9]([NH:11][C@H:12]([P:16](=[O:19])([OH:18])[OH:17])[CH:13]([CH3:15])[CH3:14])=[O:10])[C:2]1[CH:7]=[CH:6][CH:5]=[CH:4][CH:3]=1.S(Cl)(Cl)=O.[CH3:24][O:25][C:26](=[O:43])[CH:27](O)[C:28]1[CH:33]=[CH:32][CH:31]=[C:30]([NH:34][C:35]([O:37][C:38]([CH3:41])([CH3:40])[CH3:39])=[O:36])[CH:29]=1.C([O-])(O)=O.[Na+]. Given the product [CH3:24][O:25][C:26](=[O:43])[CH:27]([C:28]1[CH:33]=[CH:32][CH:31]=[C:30]([NH:34][C:35]([O:37][C:38]([CH3:40])([CH3:39])[CH3:41])=[O:36])[CH:29]=1)[O:19][P:16]([CH:12]([NH:11][C:9]([O:8][CH2:1][C:2]1[CH:3]=[CH:4][CH:5]=[CH:6][CH:7]=1)=[O:10])[CH:13]([CH3:15])[CH3:14])([OH:18])=[O:17], predict the reactants needed to synthesize it. (3) Given the product [Cl:28][C:29]1[CH:36]=[C:35]([Cl:37])[CH:34]=[CH:33][C:30]=1[CH2:31][S:32][C:2]1[N:7]=[C:6]2[S:8][C:9]([C:18]([O:20][CH3:21])=[O:19])=[C:10]([O:11][CH2:12][C:13]([O:15][CH2:16][CH3:17])=[O:14])[C:5]2=[CH:4][CH:3]=1, predict the reactants needed to synthesize it. The reactants are: Cl[C:2]1[N:7]=[C:6]2[S:8][C:9]([C:18]([O:20][CH3:21])=[O:19])=[C:10]([O:11][CH2:12][C:13]([O:15][CH2:16][CH3:17])=[O:14])[C:5]2=[CH:4][CH:3]=1.C([O-])([O-])=O.[K+].[K+].[Cl:28][C:29]1[CH:36]=[C:35]([Cl:37])[CH:34]=[CH:33][C:30]=1[CH2:31][SH:32]. (4) The reactants are: [H-].[Al+3].[Li+].[H-].[H-].[H-].C[O:8][C:9]([C:11]1[N:12]([CH3:32])[C:13]([C:16]2[CH:21]=[CH:20][C:19]([CH2:22][N:23]3[C:27]4[CH:28]=[CH:29][CH:30]=[CH:31][C:26]=4[N:25]=[CH:24]3)=[CH:18][CH:17]=2)=[N:14][CH:15]=1)=O. Given the product [N:23]1([CH2:22][C:19]2[CH:18]=[CH:17][C:16]([C:13]3[N:12]([CH3:32])[C:11]([CH2:9][OH:8])=[CH:15][N:14]=3)=[CH:21][CH:20]=2)[C:27]2[CH:28]=[CH:29][CH:30]=[CH:31][C:26]=2[N:25]=[CH:24]1, predict the reactants needed to synthesize it. (5) The reactants are: [CH:1]1([CH2:6][O:7][C:8]2[C:13]3[C:14]([O:17][CH2:18][CH:19]4[CH2:24][CH2:23][NH:22][CH2:21][CH2:20]4)=[N:15][O:16][C:12]=3[CH:11]=[CH:10][CH:9]=2)[CH2:5][CH2:4][CH2:3][CH2:2]1.[CH:25]([C:27]1([C:33]([O:35][CH3:36])=[O:34])[CH2:32][CH2:31][O:30][CH2:29][CH2:28]1)=O.C(C1(C(OC)=O)CCC1)=O. Given the product [CH:1]1([CH2:6][O:7][C:8]2[C:13]3[C:14]([O:17][CH2:18][CH:19]4[CH2:20][CH2:21][N:22]([CH2:25][C:27]5([C:33]([O:35][CH3:36])=[O:34])[CH2:32][CH2:31][O:30][CH2:29][CH2:28]5)[CH2:23][CH2:24]4)=[N:15][O:16][C:12]=3[CH:11]=[CH:10][CH:9]=2)[CH2:5][CH2:4][CH2:3][CH2:2]1, predict the reactants needed to synthesize it. (6) Given the product [NH2:7][C:8]1[CH:9]=[CH:10][C:11]([CH2:14][OH:15])=[N:12][CH:13]=1, predict the reactants needed to synthesize it. The reactants are: [H-].[H-].[H-].[H-].[Li+].[Al+3].[NH2:7][C:8]1[CH:9]=[CH:10][C:11]([C:14](O)=[O:15])=[N:12][CH:13]=1. (7) Given the product [NH:15]1[C:12]2=[N:13][CH:14]=[C:9]([C:25]3[CH2:30][CH2:29][CH:28]([N:31]4[C@@H:35]([C:36]5[CH:37]=[CH:38][CH:39]=[CH:40][CH:41]=5)[C:34]([CH3:42])([CH3:43])[O:33][C:32]4=[O:44])[CH2:27][CH:26]=3)[CH:10]=[C:11]2[CH:17]=[CH:16]1, predict the reactants needed to synthesize it. The reactants are: CC1(C)C(C)(C)OB([C:9]2[CH:10]=[C:11]3[CH:17]=[CH:16][NH:15][C:12]3=[N:13][CH:14]=2)O1.FC(F)(F)S(O[C:25]1[CH2:30][CH2:29][CH:28]([N:31]2[C@@H:35]([C:36]3[CH:41]=[CH:40][CH:39]=[CH:38][CH:37]=3)[C:34]([CH3:43])([CH3:42])[O:33][C:32]2=[O:44])[CH2:27][CH:26]=1)(=O)=O.C(=O)([O-])[O-].[Na+].[Na+].CO.